From a dataset of Reaction yield outcomes from USPTO patents with 853,638 reactions. Predict the reaction yield, written as a fraction of the theoretical maximum amount of product (1.0 means a 100% yield; for example, 0.34 means a 34% yield). The reactants are Cl[C:2]1[N:7]=[C:6]([Cl:8])[N:5]=[C:4]([N:9]2[CH2:14][CH2:13][O:12][CH2:11][CH2:10]2)[N:3]=1.[CH3:15][NH:16][C:17]([NH:19][C:20]1[CH:25]=[CH:24][C:23](B2OC(C)(C)C(C)(C)O2)=[CH:22][CH:21]=1)=[O:18].C([O-])([O-])=O.[Na+].[Na+]. The catalyst is COCCOC.C1C=CC([P]([Pd]([P](C2C=CC=CC=2)(C2C=CC=CC=2)C2C=CC=CC=2)([P](C2C=CC=CC=2)(C2C=CC=CC=2)C2C=CC=CC=2)[P](C2C=CC=CC=2)(C2C=CC=CC=2)C2C=CC=CC=2)(C2C=CC=CC=2)C2C=CC=CC=2)=CC=1. The product is [Cl:8][C:6]1[N:5]=[C:4]([N:9]2[CH2:14][CH2:13][O:12][CH2:11][CH2:10]2)[N:3]=[C:2]([C:23]2[CH:22]=[CH:21][C:20]([NH:19][C:17]([NH:16][CH3:15])=[O:18])=[CH:25][CH:24]=2)[N:7]=1. The yield is 0.340.